Dataset: Forward reaction prediction with 1.9M reactions from USPTO patents (1976-2016). Task: Predict the product of the given reaction. (1) Given the reactants [Cl:1][C:2]1[C:11]2[C:6](=[CH:7][C:8]([OH:14])=[C:9]([O:12][CH3:13])[CH:10]=2)[N:5]=[CH:4][N:3]=1.C1(P(C2C=CC=CC=2)C2C=CC=CC=2)C=CC=CC=1.[F:34][CH2:35][CH2:36][N:37]1[CH2:42][CH2:41][N:40]([CH2:43][CH2:44]O)[CH2:39][CH2:38]1, predict the reaction product. The product is: [Cl:1][C:2]1[C:11]2[C:6](=[CH:7][C:8]([O:14][CH2:44][CH2:43][N:40]3[CH2:41][CH2:42][N:37]([CH2:36][CH2:35][F:34])[CH2:38][CH2:39]3)=[C:9]([O:12][CH3:13])[CH:10]=2)[N:5]=[CH:4][N:3]=1. (2) Given the reactants [C:1]([NH:11][C@H:12]([C:17]([OH:19])=O)[CH2:13][CH:14]([CH3:16])[CH3:15])([O:3][CH2:4][C:5]1[CH:10]=[CH:9][CH:8]=[CH:7][CH:6]=1)=[O:2].CCN=C=NCCCN(C)C.C1C=CC2N(O)N=NC=2C=1.[NH2:41][CH2:42][CH:43]([OH:46])[CH2:44][NH2:45].CN1CCOCC1.[Cl:54][C:55]1[C:56]([C:72]#[N:73])=[C:57]([CH:69]=[CH:70][CH:71]=1)[O:58][C:59]1[CH:64]=[CH:63][C:62]([S:65](Cl)(=[O:67])=[O:66])=[CH:61][CH:60]=1, predict the reaction product. The product is: [C:1]([NH:11][C@H:12]([C:17]([CH:42]([NH2:41])[C:43](=[O:46])[CH2:44][NH:45][S:65]([C:62]1[CH:61]=[CH:60][C:59]([O:58][C:57]2[CH:69]=[CH:70][CH:71]=[C:55]([Cl:54])[C:56]=2[C:72]#[N:73])=[CH:64][CH:63]=1)(=[O:66])=[O:67])=[O:19])[CH2:13][CH:14]([CH3:15])[CH3:16])([O:3][CH2:4][C:5]1[CH:6]=[CH:7][CH:8]=[CH:9][CH:10]=1)=[O:2]. (3) Given the reactants [CH3:1][O:2][C:3]([CH3:7])([CH3:6])[CH2:4][NH2:5].Cl[C:9]1[C:14]2[N:15]=[C:16]([S:19][CH3:20])[N:17]=[CH:18][C:13]=2[CH:12]=[CH:11][N:10]=1, predict the reaction product. The product is: [CH3:1][O:2][C:3]([CH3:7])([CH3:6])[CH2:4][NH:5][C:9]1[C:14]2[N:15]=[C:16]([S:19][CH3:20])[N:17]=[CH:18][C:13]=2[CH:12]=[CH:11][N:10]=1. (4) Given the reactants [Br:1][C:2]1[CH:3]=[C:4]([CH:20]=[CH:21][C:22]=1[F:23])[CH2:5][N:6]([O:18][CH3:19])[C:7](=[O:17])[CH:8]=[C:9]1[C:13](=[O:14])[O:12][C:11](C)(C)[O:10]1, predict the reaction product. The product is: [CH3:11][O:12][C:13](=[O:14])[C:9]([OH:10])=[CH:8][C:7](=[O:17])[N:6]([CH2:5][C:4]1[CH:20]=[CH:21][C:22]([F:23])=[C:2]([Br:1])[CH:3]=1)[O:18][CH3:19].